Task: Predict the reactants needed to synthesize the given product.. Dataset: Full USPTO retrosynthesis dataset with 1.9M reactions from patents (1976-2016) (1) Given the product [CH2:25]([O:1][C:2]1[CH:3]=[C:4]([C:11]([N:13]2[CH2:14][CH2:15][CH2:16][CH2:17]2)=[O:12])[CH:5]=[CH:6][C:7]=1[N+:8]([O-:10])=[O:9])[CH3:26], predict the reactants needed to synthesize it. The reactants are: [OH:1][C:2]1[CH:3]=[C:4]([C:11]([N:13]2[CH2:17][CH2:16][CH2:15][CH2:14]2)=[O:12])[CH:5]=[CH:6][C:7]=1[N+:8]([O-:10])=[O:9].C(=O)([O-])[O-].[K+].[K+].Br[CH2:25][CH3:26]. (2) Given the product [CH2:1]([O:3][C:4]1[CH:10]=[C:9]2[C:7](=[CH:6][CH:5]=1)[N:8]=[CH:21][C:15]([C:16]([O:18][CH2:19][CH3:20])=[O:17])=[C:14]2[OH:13])[CH3:2], predict the reactants needed to synthesize it. The reactants are: [CH2:1]([O:3][C:4]1[CH:10]=[CH:9][C:7]([NH2:8])=[CH:6][CH:5]=1)[CH3:2].C([O:13][CH:14]=[C:15]([C:21](OCC)=O)[C:16]([O:18][CH2:19][CH3:20])=[O:17])C. (3) Given the product [CH3:19][CH2:18][CH2:17][CH2:16][CH2:15][CH2:14][CH2:13][CH2:12][C:9]1[CH:10]=[CH:11][C:6]([CH2:5][CH2:4][C:3]([NH2:22])([CH2:2][OH:1])[CH2:20][OH:21])=[CH:7][CH:8]=1.[ClH:26], predict the reactants needed to synthesize it. The reactants are: [OH:1][CH2:2][C:3]([NH:22]C(=O)C)([CH2:20][OH:21])[CH2:4][CH2:5][C:6]1[CH:11]=[CH:10][C:9]([CH2:12][CH2:13][CH2:14][CH2:15][CH2:16][CH2:17][CH2:18][CH3:19])=[CH:8][CH:7]=1.[ClH:26]. (4) Given the product [CH3:1][C:2]1[CH:7]=[CH:6][C:5]([C:8](=[O:20])[NH:9][C:10]2[CH:15]=[CH:14][CH:13]=[C:12]([C:16]([F:17])([F:18])[F:19])[CH:11]=2)=[CH:4][C:3]=1[NH:21][C:22]([C:24]1[C:28]2[N:29]=[CH:30][N:31]=[C:32]([NH:38][CH3:37])[C:27]=2[S:26][CH:25]=1)=[O:23], predict the reactants needed to synthesize it. The reactants are: [CH3:1][C:2]1[CH:7]=[CH:6][C:5]([C:8](=[O:20])[NH:9][C:10]2[CH:15]=[CH:14][CH:13]=[C:12]([C:16]([F:19])([F:18])[F:17])[CH:11]=2)=[CH:4][C:3]=1[NH:21][C:22]([C:24]1[C:28]2[N:29]=[CH:30][N:31]=[C:32](S(C)=O)[C:27]=2[S:26][CH:25]=1)=[O:23].Cl.[CH3:37][NH2:38]. (5) Given the product [C:17]1([C:16]2[NH:23][C:4]([C@H:6]3[CH2:11][CH2:10][C@H:9]([C:12]([O:14][CH3:15])=[O:13])[CH2:8][CH2:7]3)=[N:2][N:3]=2)[CH:22]=[CH:21][CH:20]=[CH:19][CH:18]=1, predict the reactants needed to synthesize it. The reactants are: Cl.[NH:2]([C:4]([C@H:6]1[CH2:11][CH2:10][C@H:9]([C:12]([O:14][CH3:15])=[O:13])[CH2:8][CH2:7]1)=O)[NH2:3].[C:16](N)(=[NH:23])[C:17]1[CH:22]=[CH:21][CH:20]=[CH:19][CH:18]=1.